Dataset: Catalyst prediction with 721,799 reactions and 888 catalyst types from USPTO. Task: Predict which catalyst facilitates the given reaction. Reactant: Br[CH2:2][C:3](=O)[CH2:4][CH2:5][CH2:6][CH2:7][CH2:8][CH2:9][CH2:10][CH2:11][CH2:12][CH2:13][CH3:14].[O:16]1CCO[CH:17]1[C:21]1[CH:26]=[CH:25][C:24]([C:27](=[S:29])[NH2:28])=[CH:23][CH:22]=1. Product: [CH2:4]([C:3]1[N:28]=[C:27]([C:24]2[CH:25]=[CH:26][C:21]([CH:17]=[O:16])=[CH:22][CH:23]=2)[S:29][CH:2]=1)[CH2:5][CH2:6][CH2:7][CH2:8][CH2:9][CH2:10][CH2:11][CH2:12][CH2:13][CH3:14]. The catalyst class is: 14.